The task is: Predict the reaction yield, written as a fraction of the theoretical maximum amount of product (1.0 means a 100% yield; for example, 0.34 means a 34% yield).. This data is from Reaction yield outcomes from USPTO patents with 853,638 reactions. (1) The reactants are C[N:2]1[CH:6]2[CH2:7][C:8]([CH2:10][CH:3]1[CH2:4][CH2:5]2)=[O:9].ClC(OC(Cl)C)=O. The catalyst is ClCCCl. The product is [CH:3]12[NH:2][CH:6]([CH2:5][CH2:4]1)[CH2:7][C:8](=[O:9])[CH2:10]2. The yield is 0.830. (2) The reactants are CC(C1C=C(C(C)C)C(C2C(P(C3CCCCC3)C3CCCCC3)=C(OC)C=CC=2OC)=C(C(C)C)C=1)C.CC([O-])(C)C.[Na+].Cl[C:46]1[N:47]=[CH:48][CH:49]=[C:50]2[CH:54]=[CH:53][N:52]([CH3:55])[C:51]=12.[NH2:56][C@@H:57]1[CH2:62][CH2:61][CH2:60][N:59]([C:63]([O:65][C:66]([CH3:69])([CH3:68])[CH3:67])=[O:64])[CH2:58]1. The catalyst is C1(C)C=CC=CC=1.C1C=CC(/C=C/C(/C=C/C2C=CC=CC=2)=O)=CC=1.C1C=CC(/C=C/C(/C=C/C2C=CC=CC=2)=O)=CC=1.C1C=CC(/C=C/C(/C=C/C2C=CC=CC=2)=O)=CC=1.[Pd].[Pd].O. The product is [CH3:55][N:52]1[C:51]2=[C:46]([NH:56][C@@H:57]3[CH2:62][CH2:61][CH2:60][N:59]([C:63]([O:65][C:66]([CH3:69])([CH3:68])[CH3:67])=[O:64])[CH2:58]3)[N:47]=[CH:48][CH:49]=[C:50]2[CH:54]=[CH:53]1. The yield is 0.940.